This data is from Forward reaction prediction with 1.9M reactions from USPTO patents (1976-2016). The task is: Predict the product of the given reaction. (1) Given the reactants Cl[C:2]1[C:7]([F:8])=[CH:6][C:5]([Cl:9])=[CH:4][N:3]=1.[CH2:10]([OH:12])C.[C]=[O:14].C(N([CH2:20][CH3:21])CC)C, predict the reaction product. The product is: [CH2:20]([O:14][C:10]([C:2]1[C:7]([F:8])=[CH:6][C:5]([Cl:9])=[CH:4][N:3]=1)=[O:12])[CH3:21]. (2) Given the reactants [Cl:1][C:2]1[CH:3]=[C:4]([C:8]2[CH:13]=[C:12]([CH2:14][C:15]3[CH:20]=[CH:19][C:18]([CH2:21][C:22](O)=[O:23])=[CH:17][CH:16]=3)[CH:11]=[C:10]([C:25]([F:28])([F:27])[F:26])[N:9]=2)[CH:5]=[CH:6][CH:7]=1.C(Cl)(=O)C(Cl)=O.[NH3:35].CO, predict the reaction product. The product is: [Cl:1][C:2]1[CH:3]=[C:4]([C:8]2[CH:13]=[C:12]([CH2:14][C:15]3[CH:20]=[CH:19][C:18]([CH2:21][C:22]([NH2:35])=[O:23])=[CH:17][CH:16]=3)[CH:11]=[C:10]([C:25]([F:27])([F:26])[F:28])[N:9]=2)[CH:5]=[CH:6][CH:7]=1. (3) Given the reactants [Br:1][C:2]1[CH:3]=[C:4]([CH:13]=[CH:14][C:15]=1[CH:16](Br)Br)[C:5]([NH:7][CH2:8][Si:9]([CH3:12])([CH3:11])[CH3:10])=[O:6].CC(C)=[O:21], predict the reaction product. The product is: [Br:1][C:2]1[CH:3]=[C:4]([CH:13]=[CH:14][C:15]=1[CH:16]=[O:21])[C:5]([NH:7][CH2:8][Si:9]([CH3:12])([CH3:11])[CH3:10])=[O:6]. (4) Given the reactants Cl.[CH3:2][NH:3][C@@H:4]([CH2:16][C:17]1[CH:22]=[CH:21][CH:20]=[CH:19][CH:18]=1)[CH2:5][CH2:6][NH:7][C:8]([C:10]1[CH:15]=[CH:14][CH:13]=[CH:12][N:11]=1)=[O:9].[F:23][C:24]([F:35])([F:34])[C:25]1[CH:26]=[C:27]([CH:31]=[CH:32][CH:33]=1)[C:28](O)=[O:29].C1C=CC2N(O)N=NC=2C=1.Cl.C(N(CC)CC)C, predict the reaction product. The product is: [CH3:2][N:3]([C:28](=[O:29])[C:27]1[CH:31]=[CH:32][CH:33]=[C:25]([C:24]([F:23])([F:34])[F:35])[CH:26]=1)[C@@H:4]([CH2:16][C:17]1[CH:22]=[CH:21][CH:20]=[CH:19][CH:18]=1)[CH2:5][CH2:6][NH:7][C:8]([C:10]1[CH:15]=[CH:14][CH:13]=[CH:12][N:11]=1)=[O:9]. (5) The product is: [CH2:53]([O:56][N:57]([C@H:15]1[CH2:14][N:13]([C:18]([O:20][C:21]([CH3:23])([CH3:22])[CH3:24])=[O:19])[C@H:12]([CH2:25][O:26][Si:27]([C:30]([CH3:31])([CH3:33])[CH3:32])([CH3:29])[CH3:28])[C:11]([CH2:10][CH2:9][O:8][Si:1]([C:4]([CH3:5])([CH3:6])[CH3:7])([CH3:2])[CH3:3])=[CH:16]1)[S:58]([C:61]1[CH:66]=[CH:65][CH:64]=[CH:63][C:62]=1[N+:67]([O-:69])=[O:68])(=[O:60])=[O:59])[CH:54]=[CH2:55]. Given the reactants [Si:1]([O:8][CH2:9][CH2:10][C:11]1[C@@H:12]([CH2:25][O:26][Si:27]([C:30]([CH3:33])([CH3:32])[CH3:31])([CH3:29])[CH3:28])[N:13]([C:18]([O:20][C:21]([CH3:24])([CH3:23])[CH3:22])=[O:19])[CH2:14][C@@H:15](O)[CH:16]=1)([C:4]([CH3:7])([CH3:6])[CH3:5])([CH3:3])[CH3:2].C1(P(C2C=CC=CC=2)C2C=CC=CC=2)C=CC=CC=1.[CH2:53]([O:56][NH:57][S:58]([C:61]1[CH:66]=[CH:65][CH:64]=[CH:63][C:62]=1[N+:67]([O-:69])=[O:68])(=[O:60])=[O:59])[CH:54]=[CH2:55].N(C(OC(C)C)=O)=NC(OC(C)C)=O, predict the reaction product. (6) Given the reactants [CH:1]1([NH:6][C:7]2[C:12](/[CH:13]=[CH:14]/[S:15]([C:18]3[CH:23]=[CH:22][C:21]([O:24][CH3:25])=[CH:20][CH:19]=3)(=[O:17])=[O:16])=[CH:11][N:10]=[C:9](S(C)=O)[N:8]=2)[CH2:5][CH2:4][CH2:3][CH2:2]1.[CH3:29][O:30][C:31]1[CH:37]=[CH:36][C:34]([NH2:35])=[CH:33][CH:32]=1, predict the reaction product. The product is: [CH:1]1([NH:6][C:7]2[C:12](/[CH:13]=[CH:14]/[S:15]([C:18]3[CH:23]=[CH:22][C:21]([O:24][CH3:25])=[CH:20][CH:19]=3)(=[O:17])=[O:16])=[CH:11][N:10]=[C:9]([NH:35][C:34]3[CH:36]=[CH:37][C:31]([O:30][CH3:29])=[CH:32][CH:33]=3)[N:8]=2)[CH2:5][CH2:4][CH2:3][CH2:2]1. (7) Given the reactants [NH2:1][C:2]1[C:3]([NH:10][C:11]2[CH:16]=[CH:15][C:14]([CH2:17][CH2:18][NH:19][C:20]([NH:22][S:23]([C:26]3[CH:31]=[CH:30][C:29]([CH3:32])=[CH:28][CH:27]=3)(=[O:25])=[O:24])=[O:21])=[CH:13][CH:12]=2)=[N:4][C:5]([CH3:9])=[CH:6][C:7]=1[CH3:8].[C:33]([CH2:41][CH2:42][C:43](O)=O)(=[O:40])[C:34]1[CH:39]=[CH:38][CH:37]=[CH:36][CH:35]=1, predict the reaction product. The product is: [CH3:9][C:5]1[N:4]=[C:3]2[N:10]([C:11]3[CH:16]=[CH:15][C:14]([CH2:17][CH2:18][NH:19][C:20]([NH:22][S:23]([C:26]4[CH:27]=[CH:28][C:29]([CH3:32])=[CH:30][CH:31]=4)(=[O:25])=[O:24])=[O:21])=[CH:13][CH:12]=3)[C:43]([CH2:42][CH2:41][C:33](=[O:40])[C:34]3[CH:39]=[CH:38][CH:37]=[CH:36][CH:35]=3)=[N:1][C:2]2=[C:7]([CH3:8])[CH:6]=1.